Dataset: Catalyst prediction with 721,799 reactions and 888 catalyst types from USPTO. Task: Predict which catalyst facilitates the given reaction. (1) Reactant: [C:1](OC(=O)C)(=[O:3])C.C(O)=O.[NH2:11][C:12]1[CH:17]=[CH:16][C:15]([CH2:18][C:19]([O:21][CH3:22])=[O:20])=[CH:14][CH:13]=1. Product: [CH:1]([NH:11][C:12]1[CH:13]=[CH:14][C:15]([CH2:18][C:19]([O:21][CH3:22])=[O:20])=[CH:16][CH:17]=1)=[O:3]. The catalyst class is: 389. (2) Reactant: Cl[C:2]1[N:7]=[C:6]([O:8][C:9]2[CH:35]=[CH:34][CH:33]=[CH:32][C:10]=2[CH2:11][NH:12][C:13]([NH:15][C:16]2[N:20]([C:21]3[CH:26]=[CH:25][C:24]([Cl:27])=[CH:23][CH:22]=3)[N:19]=[C:18]([C:28]([CH3:31])([CH3:30])[CH3:29])[CH:17]=2)=[O:14])[CH:5]=[CH:4][N:3]=1.[NH:36]1[CH2:41][CH2:40][O:39][CH2:38][CH2:37]1. Product: [O:39]1[CH2:40][CH2:41][N:36]([C:2]2[N:7]=[C:6]([O:8][C:9]3[CH:35]=[CH:34][CH:33]=[CH:32][C:10]=3[CH2:11][NH:12][C:13]([NH:15][C:16]3[N:20]([C:21]4[CH:26]=[CH:25][C:24]([Cl:27])=[CH:23][CH:22]=4)[N:19]=[C:18]([C:28]([CH3:29])([CH3:30])[CH3:31])[CH:17]=3)=[O:14])[CH:5]=[CH:4][N:3]=2)[CH2:37][CH2:38]1. The catalyst class is: 8. (3) The catalyst class is: 10. Product: [Cl:1][C:2]1[CH:21]=[C:20]([Cl:22])[CH:19]=[CH:18][C:3]=1[CH2:4][N:5]1[C:9]([CH2:10][CH2:11][CH2:12][NH:13][C:33]([NH:32][S:29]([C:23]2[CH:24]=[CH:25][CH:26]=[CH:27][CH:28]=2)(=[O:31])=[O:30])=[O:34])=[CH:8][C:7]([O:14][CH:15]([CH3:17])[CH3:16])=[N:6]1. Reactant: [Cl:1][C:2]1[CH:21]=[C:20]([Cl:22])[CH:19]=[CH:18][C:3]=1[CH2:4][N:5]1[C:9]([CH2:10][CH2:11][CH2:12][NH2:13])=[CH:8][C:7]([O:14][CH:15]([CH3:17])[CH3:16])=[N:6]1.[C:23]1([S:29]([N:32]=[C:33]=[O:34])(=[O:31])=[O:30])[CH:28]=[CH:27][CH:26]=[CH:25][CH:24]=1. (4) Reactant: C([O:8][CH2:9][C:10]([NH:12][C:13]1[CH:18]=[CH:17][C:16]([OH:19])=[CH:15][CH:14]=1)=[O:11])C1C=CC=CC=1. Product: [OH:8][CH2:9][C:10]([NH:12][C:13]1[CH:18]=[CH:17][C:16]([OH:19])=[CH:15][CH:14]=1)=[O:11]. The catalyst class is: 19. (5) Reactant: O1CCCCC1OC[C:9]1[CH:10]=[C:11]([CH:21]=[CH:22][C:23]=1[B:24]1[O:28]C(C)(C)[C:26](C)(C)[O:25]1)[O:12][C:13]1[CH:20]=[CH:19][C:16]([CH:17]=[O:18])=[CH:15][CH:14]=1.Cl.C([O-])(O)=O.[Na+]. Product: [OH:28][B:24]1[C:23]2[CH:9]=[CH:10][C:11]([O:12][C:13]3[CH:14]=[CH:15][C:16]([CH:17]=[O:18])=[CH:19][CH:20]=3)=[CH:21][C:22]=2[CH2:26][O:25]1. The catalyst class is: 14.